Dataset: Full USPTO retrosynthesis dataset with 1.9M reactions from patents (1976-2016). Task: Predict the reactants needed to synthesize the given product. (1) Given the product [ClH:29].[N:17]1[CH:18]=[CH:19][CH:20]=[CH:21][C:16]=1[CH2:15][NH:14][C:13]([CH:10]1[CH2:11][CH2:12][NH:8][CH2:9]1)=[O:22], predict the reactants needed to synthesize it. The reactants are: C(OC([N:8]1[CH2:12][CH2:11][CH:10]([C:13](=[O:22])[NH:14][CH2:15][C:16]2[CH:21]=[CH:20][CH:19]=[CH:18][N:17]=2)[CH2:9]1)=O)(C)(C)C.O1CCOCC1.[ClH:29]. (2) The reactants are: [Br:1][C:2]1[CH:29]=[CH:28][C:5]([CH2:6][C@:7]23[CH2:14][C@H:13]([N:15]=[N+]=[N-])[CH2:12][N:11]2[C:10](=[O:18])[N:9]([C:19]2[CH:24]=[C:23]([Cl:25])[CH:22]=[C:21]([Cl:26])[CH:20]=2)[C:8]3=[O:27])=[CH:4][CH:3]=1. Given the product [Br:1][C:2]1[CH:3]=[CH:4][C:5]([CH2:6][C@:7]23[CH2:14][C@H:13]([NH2:15])[CH2:12][N:11]2[C:10](=[O:18])[N:9]([C:19]2[CH:20]=[C:21]([Cl:26])[CH:22]=[C:23]([Cl:25])[CH:24]=2)[C:8]3=[O:27])=[CH:28][CH:29]=1, predict the reactants needed to synthesize it. (3) The reactants are: O=[C:2]([CH3:9])[CH2:3][C:4]([O:6][CH2:7][CH3:8])=[O:5].C[O:11][CH:12](OC)[N:13](C)C.C(N(CC)CC)C.[C:25](#N)[CH2:26][C:27]#[N:28]. Given the product [C:27]([C:26]1[C:12]([OH:11])=[N:13][C:2]([CH3:9])=[C:3]([CH:25]=1)[C:4]([O:6][CH2:7][CH3:8])=[O:5])#[N:28], predict the reactants needed to synthesize it. (4) Given the product [C:1]([O:5][C:6](=[O:19])[NH:7][CH2:8][CH2:9][CH2:10][CH2:11][C:12]1[CH:13]=[CH:14][C:15]([N:18]([S:28]([CH3:27])(=[O:30])=[O:29])[S:28]([CH3:27])(=[O:30])=[O:29])=[CH:16][CH:17]=1)([CH3:4])([CH3:2])[CH3:3], predict the reactants needed to synthesize it. The reactants are: [C:1]([O:5][C:6](=[O:19])[NH:7][CH2:8][CH2:9][CH2:10][CH2:11][C:12]1[CH:17]=[CH:16][C:15]([NH2:18])=[CH:14][CH:13]=1)([CH3:4])([CH3:3])[CH3:2].C(N(CC)CC)C.[CH3:27][S:28](Cl)(=[O:30])=[O:29]. (5) Given the product [CH3:1][C:2]1[C:3]([NH:8][S:9]([C:12]2[S:13][C:14]([CH3:43])=[CH:15][C:16]=2[C:17]2[CH:22]=[CH:21][C:20]([CH2:23][N:24]3[C:33]4[C:28](=[C:29]([CH2:36][CH3:37])[N:30]=[C:31]([CH2:34][CH3:35])[CH:32]=4)[CH:27]=[CH:26][C:25]3=[O:38])=[CH:19][C:18]=2[CH2:39][O:40][CH2:41][CH3:42])(=[O:11])=[O:10])=[N:4][O:5][C:6]=1[CH3:7], predict the reactants needed to synthesize it. The reactants are: [CH3:1][C:2]1[C:3]([N:8](COCCOC)[S:9]([C:12]2[S:13][C:14]([CH3:43])=[CH:15][C:16]=2[C:17]2[CH:22]=[CH:21][C:20]([CH2:23][N:24]3[C:33]4[C:28](=[C:29]([CH2:36][CH3:37])[N:30]=[C:31]([CH2:34][CH3:35])[CH:32]=4)[CH:27]=[CH:26][C:25]3=[O:38])=[CH:19][C:18]=2[CH2:39][O:40][CH2:41][CH3:42])(=[O:11])=[O:10])=[N:4][O:5][C:6]=1[CH3:7].C(O)C.Cl.C(=O)(O)[O-].[Na+]. (6) The reactants are: [CH3:1][C:2]1[N:7]([C:8]2[CH:13]=[CH:12][CH:11]=[C:10]([C:14]([F:17])([F:16])[F:15])[CH:9]=2)[C:6](=[O:18])[C:5]([C:19]([NH:21][CH2:22][C:23]2[CH:28]=[CH:27][C:26]([NH:29][S:30]([CH3:33])(=[O:32])=[O:31])=[CH:25][CH:24]=2)=[O:20])=[CH:4][CH:3]=1.IC.[CH3:36]CN(C(C)C)C(C)C. Given the product [CH3:1][C:2]1[N:7]([C:8]2[CH:13]=[CH:12][CH:11]=[C:10]([C:14]([F:15])([F:16])[F:17])[CH:9]=2)[C:6](=[O:18])[C:5]([C:19]([NH:21][CH2:22][C:23]2[CH:24]=[CH:25][C:26]([N:29]([CH3:36])[S:30]([CH3:33])(=[O:32])=[O:31])=[CH:27][CH:28]=2)=[O:20])=[CH:4][CH:3]=1, predict the reactants needed to synthesize it. (7) Given the product [N+:7]([C:10]1[CH:24]=[CH:23][C:13]([C:14]([O:16][CH2:17][CH2:18][CH2:19][CH2:3][C@H:2]([OH:6])[CH2:4][OH:26])=[O:15])=[CH:12][CH:11]=1)([O-:9])=[O:8], predict the reactants needed to synthesize it. The reactants are: O.[C:2]([OH:6])(C)([CH3:4])[CH3:3].[N+:7]([C:10]1[CH:24]=[CH:23][C:13]([C:14]([O:16][CH2:17][CH2:18][CH2:19]CC=C)=[O:15])=[CH:12][CH:11]=1)([O-:9])=[O:8].S(S([O-])=O)([O-])(=O)=[O:26].[Na+].[Na+]. (8) Given the product [F:44][C:19]1[CH:18]=[C:17]([NH:16][C:56]([NH:55][C:53](=[O:54])[CH2:52][C:49]2[CH:50]=[CH:51][C:46]([F:45])=[CH:47][CH:48]=2)=[S:57])[CH:43]=[CH:42][C:20]=1[O:21][C:22]1[N:27]=[CH:26][N:25]=[C:24]([NH:28][C:29]([N:31]2[CH2:32][CH2:33][N:34]([CH:37]3[CH2:40][N:39]([CH3:41])[CH2:38]3)[CH2:35][CH2:36]2)=[O:30])[CH:23]=1, predict the reactants needed to synthesize it. The reactants are: [C@]12(CS(O)(=O)=O)C(C)(C)C(CC1)CC2=O.[NH2:16][C:17]1[CH:43]=[CH:42][C:20]([O:21][C:22]2[N:27]=[CH:26][N:25]=[C:24]([NH:28][C:29]([N:31]3[CH2:36][CH2:35][N:34]([CH:37]4[CH2:40][N:39]([CH3:41])[CH2:38]4)[CH2:33][CH2:32]3)=[O:30])[CH:23]=2)=[C:19]([F:44])[CH:18]=1.[F:45][C:46]1[CH:51]=[CH:50][C:49]([CH2:52][C:53]([N:55]=[C:56]=[S:57])=[O:54])=[CH:48][CH:47]=1.